This data is from Catalyst prediction with 721,799 reactions and 888 catalyst types from USPTO. The task is: Predict which catalyst facilitates the given reaction. (1) Reactant: [CH3:1][O:2][C:3]1[CH:8]=[CH:7][C:6]([S:9]([N:12]=[CH:13][N:14]([CH3:16])[CH3:15])(=[O:11])=[O:10])=[CH:5][C:4]=1[CH2:17]Cl.[CH3:19][C:20]1([CH3:28])[CH2:25][CH:24]([CH3:26])[CH2:23][CH:22]([NH2:27])[CH2:21]1. Product: [CH3:15][N:14]([CH:13]=[N:12][S:9]([C:6]1[CH:7]=[CH:8][C:3]([O:2][CH3:1])=[C:4]([CH2:17][NH:27][CH:22]2[CH2:23][CH:24]([CH3:26])[CH2:25][C:20]([CH3:28])([CH3:19])[CH2:21]2)[CH:5]=1)(=[O:11])=[O:10])[CH3:16]. The catalyst class is: 2. (2) Reactant: C([O:4][C@H:5]1[C@H:9]([O:10]C(=O)C)[C@@H:8]([CH2:14][O:15]C(=O)C)[O:7][C@H:6]1[N:19]1[CH:24]=[C:23]([Sn:25]([CH3:28])([CH3:27])[CH3:26])[C:22](=[O:29])[NH:21][C:20]1=[O:30])(=O)C.C[O-].[Na+].CO. Product: [C@@H:6]1([N:19]2[CH:24]=[C:23]([Sn:25]([CH3:26])([CH3:28])[CH3:27])[C:22](=[O:29])[NH:21][C:20]2=[O:30])[O:7][C@H:8]([CH2:14][OH:15])[C@@H:9]([OH:10])[C@@H:5]1[OH:4]. The catalyst class is: 5. (3) Reactant: [CH2:1]([N:8]1[CH2:12][CH:11]([N+:13]([O-])=O)[CH:10]([C:16]2[CH:21]=[CH:20][C:19]([Cl:22])=[C:18]([Cl:23])[CH:17]=2)[CH2:9]1)[C:2]1[CH:7]=[CH:6][CH:5]=[CH:4][CH:3]=1.O.O.Cl[Sn]Cl.C([O-])(O)=O.[Na+]. Product: [CH2:1]([N:8]1[CH2:9][CH:10]([C:16]2[CH:21]=[CH:20][C:19]([Cl:22])=[C:18]([Cl:23])[CH:17]=2)[CH:11]([NH2:13])[CH2:12]1)[C:2]1[CH:3]=[CH:4][CH:5]=[CH:6][CH:7]=1. The catalyst class is: 25. (4) Reactant: [C:1]([O:5][C:6]([N:8]1[CH2:13][CH2:12][C:11](=O)[CH2:10][CH2:9]1)=[O:7])([CH3:4])([CH3:3])[CH3:2].[NH:15]1[CH2:18][CH2:17][CH2:16]1.C(O[BH-](OC(=O)C)OC(=O)C)(=O)C.[Na+]. Product: [C:1]([O:5][C:6]([N:8]1[CH2:13][CH2:12][CH:11]([N:15]2[CH2:18][CH2:17][CH2:16]2)[CH2:10][CH2:9]1)=[O:7])([CH3:4])([CH3:3])[CH3:2]. The catalyst class is: 68. (5) Reactant: [NH2:1][C:2]1[CH:17]=[CH:16][C:5]([O:6][C:7]2[CH:14]=[CH:13][C:12]([F:15])=[CH:11][C:8]=2[C:9]#[N:10])=[CH:4][C:3]=1[CH3:18].[C:19]([O-:22])(=O)[CH3:20].[K+].C(OC(=O)C)(=O)C.[N:31](OCCC(C)C)=O. Product: [C:19]([N:1]1[C:2]2[C:3](=[CH:4][C:5]([O:6][C:7]3[CH:14]=[CH:13][C:12]([F:15])=[CH:11][C:8]=3[C:9]#[N:10])=[CH:16][CH:17]=2)[CH:18]=[N:31]1)(=[O:22])[CH3:20]. The catalyst class is: 11. (6) Reactant: [C:1]([C:3]1[CH:4]=[C:5]([C:13]2[O:17][N:16]=[C:15]([C:18]3[CH:26]=[CH:25][CH:24]=[C:23]4[C:19]=3[CH2:20][CH2:21][CH:22]4[N:27]3[CH2:30][CH:29]([C:31]([O:33]C)=[O:32])[CH2:28]3)[N:14]=2)[CH:6]=[CH:7][C:8]=1[O:9][CH:10]([CH3:12])[CH3:11])#[N:2].[OH-].[Na+]. Product: [C:1]([C:3]1[CH:4]=[C:5]([C:13]2[O:17][N:16]=[C:15]([C:18]3[CH:26]=[CH:25][CH:24]=[C:23]4[C:19]=3[CH2:20][CH2:21][CH:22]4[N:27]3[CH2:30][CH:29]([C:31]([OH:33])=[O:32])[CH2:28]3)[N:14]=2)[CH:6]=[CH:7][C:8]=1[O:9][CH:10]([CH3:12])[CH3:11])#[N:2]. The catalyst class is: 16.